The task is: Predict the product of the given reaction.. This data is from Forward reaction prediction with 1.9M reactions from USPTO patents (1976-2016). (1) Given the reactants [Cl:1][C:2]1[C:7]([NH:8][S:9]([CH3:12])(=[O:11])=[O:10])=[CH:6][C:5]([C:13]2[CH:21]=[C:20]3[C:16]([CH:17]=[N:18][N:19]3S(C3C=CC(C)=CC=3)(=O)=O)=[C:15]([C:32]3[O:33][C:34]([CH2:37][N:38]4[CH2:43][CH2:42][O:41][CH2:40][CH2:39]4)=[N:35][N:36]=3)[CH:14]=2)=[CH:4][N:3]=1.[OH-].[Na+], predict the reaction product. The product is: [Cl:1][C:2]1[C:7]([NH:8][S:9]([CH3:12])(=[O:11])=[O:10])=[CH:6][C:5]([C:13]2[CH:21]=[C:20]3[C:16]([CH:17]=[N:18][NH:19]3)=[C:15]([C:32]3[O:33][C:34]([CH2:37][N:38]4[CH2:43][CH2:42][O:41][CH2:40][CH2:39]4)=[N:35][N:36]=3)[CH:14]=2)=[CH:4][N:3]=1. (2) Given the reactants [C:1]([O:5][C:6]([NH:8][C@@H:9]([C:61]1([CH3:67])[CH2:66][CH2:65][O:64][CH2:63][CH2:62]1)[C:10]([N:12]1[C@@H:16]([CH3:17])[CH2:15][CH2:14][C@H:13]1[C:18]1[NH:22][C:21]2[C:23]3[C:28]([CH:29]=[CH:30][C:20]=2[N:19]=1)=[CH:27][C:26]1[C:31]2[C:36]([CH2:37][O:38][C:25]=1[CH:24]=3)=[CH:35][C:34]([C:39]1[NH:43][C:42]([C@@H:44]3[CH2:48][CH2:47][C@H:46]([CH3:49])[N:45]3[C:50](=[O:60])[C@@H:51]([NH:55][C:56](=[O:59])[O:57][CH3:58])[CH:52]([CH3:54])[CH3:53])=[N:41][CH:40]=1)=[CH:33][CH:32]=2)=[O:11])=[O:7])(C)(C)C.Cl.ClC(OC)=O.C(N(C(C)C)CC)(C)C, predict the reaction product. The product is: [CH3:1][O:5][C:6]([NH:8][C@@H:9]([C:61]1([CH3:67])[CH2:62][CH2:63][O:64][CH2:65][CH2:66]1)[C:10]([N:12]1[C@@H:16]([CH3:17])[CH2:15][CH2:14][C@H:13]1[C:18]1[NH:22][C:21]2[C:23]3[C:28]([CH:29]=[CH:30][C:20]=2[N:19]=1)=[CH:27][C:26]1[C:31]2[C:36]([CH2:37][O:38][C:25]=1[CH:24]=3)=[CH:35][C:34]([C:39]1[NH:43][C:42]([C@@H:44]3[CH2:48][CH2:47][C@H:46]([CH3:49])[N:45]3[C:50](=[O:60])[C@@H:51]([NH:55][C:56](=[O:59])[O:57][CH3:58])[CH:52]([CH3:54])[CH3:53])=[N:41][CH:40]=1)=[CH:33][CH:32]=2)=[O:11])=[O:7].